From a dataset of Peptide-MHC class I binding affinity with 185,985 pairs from IEDB/IMGT. Regression. Given a peptide amino acid sequence and an MHC pseudo amino acid sequence, predict their binding affinity value. This is MHC class I binding data. The peptide sequence is KSFLWTQSLR. The MHC is HLA-A03:01 with pseudo-sequence HLA-A03:01. The binding affinity (normalized) is 0.563.